Dataset: NCI-60 drug combinations with 297,098 pairs across 59 cell lines. Task: Regression. Given two drug SMILES strings and cell line genomic features, predict the synergy score measuring deviation from expected non-interaction effect. (1) Drug 1: C1=CC(=CC=C1C#N)C(C2=CC=C(C=C2)C#N)N3C=NC=N3. Drug 2: CC1CCC2CC(C(=CC=CC=CC(CC(C(=O)C(C(C(=CC(C(=O)CC(OC(=O)C3CCCCN3C(=O)C(=O)C1(O2)O)C(C)CC4CCC(C(C4)OC)OCCO)C)C)O)OC)C)C)C)OC. Cell line: SF-539. Synergy scores: CSS=6.10, Synergy_ZIP=1.73, Synergy_Bliss=4.96, Synergy_Loewe=3.88, Synergy_HSA=3.18. (2) Drug 1: C1C(C(OC1N2C=C(C(=O)NC2=O)F)CO)O. Drug 2: C1=NC2=C(N=C(N=C2N1C3C(C(C(O3)CO)O)O)F)N. Cell line: RXF 393. Synergy scores: CSS=8.36, Synergy_ZIP=-2.90, Synergy_Bliss=-0.154, Synergy_Loewe=-4.01, Synergy_HSA=1.36. (3) Drug 1: C1C(C(OC1N2C=C(C(=O)NC2=O)F)CO)O. Drug 2: CC(C)(C#N)C1=CC(=CC(=C1)CN2C=NC=N2)C(C)(C)C#N. Cell line: SNB-19. Synergy scores: CSS=13.9, Synergy_ZIP=-8.28, Synergy_Bliss=-0.767, Synergy_Loewe=-12.8, Synergy_HSA=-2.26. (4) Drug 1: CC1C(C(CC(O1)OC2CC(OC(C2O)C)OC3=CC4=CC5=C(C(=O)C(C(C5)C(C(=O)C(C(C)O)O)OC)OC6CC(C(C(O6)C)O)OC7CC(C(C(O7)C)O)OC8CC(C(C(O8)C)O)(C)O)C(=C4C(=C3C)O)O)O)O. Drug 2: CC1=C(C(=O)C2=C(C1=O)N3CC4C(C3(C2COC(=O)N)OC)N4)N. Cell line: U251. Synergy scores: CSS=45.3, Synergy_ZIP=0.0945, Synergy_Bliss=0.421, Synergy_Loewe=-7.48, Synergy_HSA=0.501. (5) Drug 1: C1=CN(C(=O)N=C1N)C2C(C(C(O2)CO)O)O.Cl. Drug 2: CS(=O)(=O)OCCCCOS(=O)(=O)C. Cell line: NCI-H226. Synergy scores: CSS=18.8, Synergy_ZIP=-1.72, Synergy_Bliss=5.17, Synergy_Loewe=-7.25, Synergy_HSA=-0.0772.